This data is from Full USPTO retrosynthesis dataset with 1.9M reactions from patents (1976-2016). The task is: Predict the reactants needed to synthesize the given product. Given the product [OH:13][C:14]1[CH:22]=[CH:21][C:17]([C:18]([O:20][C:24]2[C:33]3[C:28](=[CH:29][CH:30]=[CH:31][CH:32]=3)[C:27]([O:11][C:1](=[O:12])[C:2]3[CH:3]=[C:4]([OH:5])[C:6]([OH:7])=[C:8]([OH:9])[CH:10]=3)=[CH:26][C:25]=2[C:35]([O:37][CH3:38])=[O:36])=[O:19])=[CH:16][CH:15]=1, predict the reactants needed to synthesize it. The reactants are: [C:1]([OH:12])(=[O:11])[C:2]1[CH:10]=[C:8]([OH:9])[C:6]([OH:7])=[C:4]([OH:5])[CH:3]=1.[OH:13][C:14]1[CH:22]=[CH:21][C:17]([C:18]([OH:20])=[O:19])=[CH:16][CH:15]=1.O[C:24]1[C:33]2[C:28](=[CH:29][CH:30]=[CH:31][CH:32]=2)[C:27](O)=[CH:26][C:25]=1[C:35]([O:37][CH3:38])=[O:36].